From a dataset of Experimentally validated miRNA-target interactions with 360,000+ pairs, plus equal number of negative samples. Binary Classification. Given a miRNA mature sequence and a target amino acid sequence, predict their likelihood of interaction. (1) Result: 0 (no interaction). The miRNA is rno-miR-378a-5p with sequence CUCCUGACUCCAGGUCCUGUGU. The protein sequence of the target gene is MVTWVLNYLLVAFLFAISYNIDAASAGITRHYQFDIQLKNITRLCKTKTIVTVNGKFPGPRVTAREGDNLQIKVVNHVSNNISIHWHGIRQLRSGWADGPSYVTQCPIRMGQSYVYNFTVTGQRGTLWWHAHIQWMRATVYGPLIILPKLHQPYPFPKPYKQVPILFGEWFNADPQAVVQQALQTGAGPNASDAHTFNGLPGPLYNCSTKDTYKLMVKPGKTYLLRLINAALNDELFFTIANHTLTVVEADACYVKPFQTNIVLLGPGQTTNVLLKTKPIYPNATFYMLARPYFTGQGTI.... (2) The miRNA is hsa-miR-5702 with sequence UGAGUCAGCAACAUAUCCCAUG. The protein sequence of the target gene is MFPAAPSPRTPGTGSRRGPLAGLGPGSTPRTASRKGLPLGSAVSSPVLFSPVGRRSSLSSRGTPTRMFPHHSITESVNYDVKTFGSSLPVKVMEALTLAEVDDQLTINIDEGGWACLVCKEKLIIWKIALSPITKLSVCKELQLPPSDFHWSADLVALSYSSPSGEAHSTQAVAVMVATREGSIRYWPSLAGEDTYTEAFVDSGGDKTYSFLTAVQGGSFILSSSGSQLIRLIPESSGKIHQHILPQGQGMLSGIGRKVSSLFGILSPSSDLTLSSVLWDRERSSFYSLTSSNISKWELD.... Result: 0 (no interaction).